From a dataset of Reaction yield outcomes from USPTO patents with 853,638 reactions. Predict the reaction yield, written as a fraction of the theoretical maximum amount of product (1.0 means a 100% yield; for example, 0.34 means a 34% yield). (1) The reactants are [Br:1][C:2]1[CH:7]=[CH:6][C:5]([C:8]2[CH:13]=[CH:12][C:11]([S:14](Cl)(=[O:16])=[O:15])=[CH:10][CH:9]=2)=[CH:4][CH:3]=1.[F:18][C:19]([F:37])([S:33]([NH2:36])(=[O:35])=[O:34])[C:20]([F:32])([F:31])[C:21]([F:30])([F:29])[C:22]([F:28])([F:27])[S:23]([NH2:26])(=[O:25])=[O:24].C(N([CH2:43][CH3:44])CC)C.[OH-:45].[Na+].[Na][Na]. The catalyst is C(#N)C. The product is [Br:1][C:2]1[CH:7]=[CH:6][C:5]([C:8]2[CH:13]=[CH:12][C:11]([S:14]([NH:36][S:33]([C:19]([F:18])([F:37])[C:20]([F:32])([F:31])[C:21]([F:29])([F:30])[C:22]([F:27])([F:28])[S:23]([NH:26][S:14]([C:11]3[CH:12]=[CH:13][C:8]([C:44]4[CH:43]=[CH:7][C:2]([Br:1])=[CH:3][CH:4]=4)=[CH:9][CH:10]=3)(=[O:15])=[O:45])(=[O:24])=[O:25])(=[O:35])=[O:34])(=[O:16])=[O:15])=[CH:10][CH:9]=2)=[CH:4][CH:3]=1. The yield is 0.890. (2) The reactants are [CH3:1][NH:2][C:3]1[N:8]=[C:7]([C:9]2[S:10][C:11]3[CH:19]=[CH:18][CH:17]=[CH:16][C:12]=3[C:13](=[O:15])[N:14]=2)[CH:6]=[CH:5][CH:4]=1.[C:20](Cl)(=[O:22])[CH3:21].CN(C)C(=O)C. The catalyst is O. The product is [CH3:1][N:2]([C:3]1[CH:4]=[CH:5][CH:6]=[C:7]([C:9]2[S:10][C:11]3[CH:19]=[CH:18][CH:17]=[CH:16][C:12]=3[C:13](=[O:15])[N:14]=2)[N:8]=1)[C:20](=[O:22])[CH3:21]. The yield is 0.860. (3) The reactants are [CH2:1]([C:3]1[CH:4]=[C:5]2[C:9](=[CH:10][CH:11]=1)[NH:8][CH:7]=[CH:6]2)[CH3:2].Cl.[CH3:13][NH:14][CH3:15].[CH2:16]=O. The catalyst is C(O)(C)C. The product is [CH2:1]([C:3]1[CH:4]=[C:5]2[C:9](=[CH:10][CH:11]=1)[NH:8][CH:7]=[C:6]2[CH2:13][N:14]([CH3:16])[CH3:15])[CH3:2]. The yield is 0.970. (4) The reactants are C1COCC1.Br[CH2:7][CH2:8][CH2:9][CH2:10][CH:11]=[CH2:12].C[O:14][C:15]1[CH2:19][CH2:18][C:17](=O)[CH:16]=1. The product is [CH2:7]([C:17]1[CH2:18][CH2:19][C:15](=[O:14])[CH:16]=1)[CH2:8][CH2:9][CH2:10][CH:11]=[CH2:12]. The yield is 0.810. The catalyst is C(OCC)(=O)C. (5) The reactants are [CH2:1]([O:8][C:9]1[CH:14]=[CH:13][C:12]([CH2:15][C@@H:16]([OH:27])[C:17]([O:19][CH2:20][C:21]2[CH:26]=[CH:25][CH:24]=[CH:23][CH:22]=2)=[O:18])=[CH:11][CH:10]=1)[C:2]1[CH:7]=[CH:6][CH:5]=[CH:4][CH:3]=1.FC(F)(F)S(OS(C(F)(F)F)(=O)=O)(=O)=O.N1C(C)=CC=CC=1C.O[N:52]1[C:56](=[O:57])[C:55]2=[CH:58][CH:59]=[CH:60][CH:61]=[C:54]2[C:53]1=[O:62].C(N(CC)CC)C. The catalyst is ClCCl. The product is [CH2:1]([O:8][C:9]1[CH:14]=[CH:13][C:12]([CH2:15][C@H:16]([O:27][N:52]2[C:56](=[O:57])[C:55]3[C:54](=[CH:61][CH:60]=[CH:59][CH:58]=3)[C:53]2=[O:62])[C:17]([O:19][CH2:20][C:21]2[CH:22]=[CH:23][CH:24]=[CH:25][CH:26]=2)=[O:18])=[CH:11][CH:10]=1)[C:2]1[CH:7]=[CH:6][CH:5]=[CH:4][CH:3]=1. The yield is 0.590. (6) The reactants are [NH2:1][C:2]1[N:6]([CH2:7][CH2:8][C:9]2[CH:10]=[N:11][CH:12]=[CH:13][CH:14]=2)[C:5]2[CH:15]=[CH:16][C:17]([N:19]([CH3:30])[C:20](=[O:29])[C:21]3[CH:26]=[CH:25][CH:24]=[C:23]([C:27]#[N:28])[CH:22]=3)=[CH:18][C:4]=2[N:3]=1.[O:31]1[C:35]([C:36]2[S:40][C:39]([C:41](O)=[O:42])=[CH:38][CH:37]=2)=[CH:34][N:33]=[CH:32]1.C(Cl)CCl.C1C=CC2N(O)N=NC=2C=1.C(N(CC)C(C)C)(C)C.C(=O)(O)[O-].[Na+]. The catalyst is CN(C=O)C.O. The product is [C:27]([C:23]1[CH:22]=[C:21]([CH:26]=[CH:25][CH:24]=1)[C:20]([N:19]([CH3:30])[C:17]1[CH:16]=[CH:15][C:5]2[N:6]([CH2:7][CH2:8][C:9]3[CH:10]=[N:11][CH:12]=[CH:13][CH:14]=3)[C:2]([NH:1][C:41]([C:39]3[S:40][C:36]([C:35]4[O:31][CH:32]=[N:33][CH:34]=4)=[CH:37][CH:38]=3)=[O:42])=[N:3][C:4]=2[CH:18]=1)=[O:29])#[N:28]. The yield is 0.780. (7) The reactants are Cl[C:2]1[C:11]2[C:6](=[CH:7][CH:8]=[C:9]([Cl:12])[N:10]=2)[N:5]=[CH:4][C:3]=1[C:13](=[O:15])[CH3:14].[NH2:16][C@H:17]1[CH2:22][CH2:21][C@H:20]([CH2:23][OH:24])[CH2:19][CH2:18]1. No catalyst specified. The product is [Cl:12][C:9]1[N:10]=[C:11]2[C:6](=[CH:7][CH:8]=1)[N:5]=[CH:4][C:3]([C:13](=[O:15])[CH3:14])=[C:2]2[NH:16][C@H:17]1[CH2:22][CH2:21][C@H:20]([CH2:23][OH:24])[CH2:19][CH2:18]1. The yield is 0.650. (8) The reactants are [F:1][C:2]1[CH:7]=[C:6]([C:8]2(O)[CH2:13][CH2:12][O:11][CH2:10][CH2:9]2)[CH:5]=[C:4]([F:15])[C:3]=1[C:16]1[N:21]=[C:20]([C:22]([O:24][CH3:25])=[O:23])[CH:19]=[CH:18][CH:17]=1.C(O)(C(F)(F)F)=O. The catalyst is C(Cl)Cl. The product is [O:11]1[CH2:10][CH:9]=[C:8]([C:6]2[CH:5]=[C:4]([F:15])[C:3]([C:16]3[N:21]=[C:20]([C:22]([O:24][CH3:25])=[O:23])[CH:19]=[CH:18][CH:17]=3)=[C:2]([F:1])[CH:7]=2)[CH2:13][CH2:12]1. The yield is 0.740. (9) The reactants are Br[C:2]1[CH:7]=[CH:6][C:5]([C:8]#[N:9])=[CH:4][N:3]=1.[CH:10]1([NH2:15])[CH2:14][CH2:13][CH2:12][CH2:11]1. The catalyst is O1CCOCC1. The product is [CH:10]1([NH:15][C:2]2[CH:7]=[CH:6][C:5]([C:8]#[N:9])=[CH:4][N:3]=2)[CH2:14][CH2:13][CH2:12][CH2:11]1. The yield is 0.930.